Dataset: Full USPTO retrosynthesis dataset with 1.9M reactions from patents (1976-2016). Task: Predict the reactants needed to synthesize the given product. (1) The reactants are: [NH2:1][C:2]1[CH:7]=[CH:6][C:5]([CH2:8][CH2:9][C:10]2[C:14]3[C:15]([O:19][C@@H:20]4[O:37][C@H:36]([CH2:38][O:39][C:40](=[O:42])[CH3:41])[C@@H:31]([O:32][C:33](=[O:35])[CH3:34])[C@H:26]([O:27][C:28](=[O:30])[CH3:29])[C@H:21]4[O:22][C:23](=[O:25])[CH3:24])=[CH:16][CH:17]=[CH:18][C:13]=3[O:12][CH:11]=2)=[CH:4][CH:3]=1.C[Si]([N:47]=[C:48]=[O:49])(C)C.O.Cl. Given the product [C:23]([O:22][C@@H:21]1[C@@H:26]([O:27][C:28](=[O:30])[CH3:29])[C@H:31]([O:32][C:33](=[O:35])[CH3:34])[C@@H:36]([CH2:38][O:39][C:40](=[O:42])[CH3:41])[O:37][C@H:20]1[O:19][C:15]1[C:14]2[C:10]([CH2:9][CH2:8][C:5]3[CH:4]=[CH:3][C:2]([NH:1][C:48]([NH2:47])=[O:49])=[CH:7][CH:6]=3)=[CH:11][O:12][C:13]=2[CH:18]=[CH:17][CH:16]=1)(=[O:25])[CH3:24], predict the reactants needed to synthesize it. (2) Given the product [CH3:1][O:2][C:3](=[O:14])[C:4]1[CH:9]=[CH:8][C:7]([O:10][CH3:11])=[C:6]([CH3:12])[C:5]=1[NH:13][C:22]([C:19]1[CH:18]=[CH:17][C:16]([CH3:15])=[CH:21][N:20]=1)=[O:23], predict the reactants needed to synthesize it. The reactants are: [CH3:1][O:2][C:3](=[O:14])[C:4]1[CH:9]=[CH:8][C:7]([O:10][CH3:11])=[C:6]([CH3:12])[C:5]=1[NH2:13].[CH3:15][C:16]1[CH:17]=[CH:18][C:19]([C:22](O)=[O:23])=[N:20][CH:21]=1.P(Cl)(Cl)(Cl)=O.[OH-].[Na+]. (3) Given the product [CH2:1]([O:8][CH2:9][CH2:10][N:11]1[C:15]2[CH:16]=[CH:17][CH:18]=[CH:19][C:14]=2[N:13]=[C:12]1[CH:28]=[O:29])[C:2]1[CH:3]=[CH:4][CH:5]=[CH:6][CH:7]=1, predict the reactants needed to synthesize it. The reactants are: [CH2:1]([O:8][CH2:9][CH2:10][N:11]1[C:15]2[CH:16]=[CH:17][CH:18]=[CH:19][C:14]=2[N:13]=[CH:12]1)[C:2]1[CH:7]=[CH:6][CH:5]=[CH:4][CH:3]=1.C([Li])CCC.CN([CH:28]=[O:29])C.[NH4+].[Cl-]. (4) The reactants are: Br[C:2]1[CH:3]=[C:4]2[C:9](=[CH:10][CH:11]=1)[N:8]=[CH:7][C:6]([C:12](=[O:14])[CH3:13])=[C:5]2[NH:15][C:16]1[CH:21]=[CH:20][C:19]([CH2:22][CH2:23][N:24]([CH3:26])[CH3:25])=[CH:18][CH:17]=1.[Cl:27][C:28]1[CH:33]=[C:32](B2OC(C)(C)C(C)(C)O2)[CH:31]=[C:30]([Cl:43])[C:29]=1[OH:44]. Given the product [Cl:27][C:28]1[CH:33]=[C:32]([C:2]2[CH:3]=[C:4]3[C:9](=[CH:10][CH:11]=2)[N:8]=[CH:7][C:6]([C:12](=[O:14])[CH3:13])=[C:5]3[NH:15][C:16]2[CH:21]=[CH:20][C:19]([CH2:22][CH2:23][N:24]([CH3:26])[CH3:25])=[CH:18][CH:17]=2)[CH:31]=[C:30]([Cl:43])[C:29]=1[OH:44], predict the reactants needed to synthesize it. (5) Given the product [Br:11][C:6]1[CH:7]=[CH:8][CH:9]=[C:10]2[C:5]=1[CH:4]=[CH:3][N:2]=[CH:1]2, predict the reactants needed to synthesize it. The reactants are: [CH:1]1[C:10]2[C:5](=[CH:6][CH:7]=[CH:8][CH:9]=2)[CH:4]=[CH:3][N:2]=1.[Br:11]Br.[OH-].[Na+].[Al].O=[Al-]=O.[Na+]. (6) Given the product [CH3:17][O:16][C:10]1[CH:9]=[C:8]([C:7]2[C:6]([C:18]3[CH:23]=[CH:22][CH:21]=[CH:20][CH:19]=3)=[C:5]([CH3:24])[N:4]=[N:3][C:2]=2[C:39]2[CH:40]=[CH:35][CH:29]=[CH:28][N:38]=2)[CH:13]=[C:12]([O:14][CH3:15])[CH:11]=1, predict the reactants needed to synthesize it. The reactants are: Cl[C:2]1[N:3]=[N:4][C:5]([CH3:24])=[C:6]([C:18]2[CH:23]=[CH:22][CH:21]=[CH:20][CH:19]=2)[C:7]=1[C:8]1[CH:13]=[C:12]([O:14][CH3:15])[CH:11]=[C:10]([O:16][CH3:17])[CH:9]=1.COC1[CH:28]=[C:29]([C:35]2C(=O)N[N:38]=[C:39](C)[C:40]=2C2C=CC=CC=2)C=C(OC)C=1.C[Sn](C)(C)C1C=CC=CN=1.